This data is from Full USPTO retrosynthesis dataset with 1.9M reactions from patents (1976-2016). The task is: Predict the reactants needed to synthesize the given product. (1) Given the product [CH3:23][O:22][C:15]1[CH:16]=[C:17]([O:20][CH3:21])[CH:18]=[CH:19][C:14]=1[NH:11][C:12]([NH:10][CH2:9][CH2:8][CH2:7][N:5]1[CH:6]=[C:2]([CH3:1])[N:3]=[CH:4]1)=[S:13], predict the reactants needed to synthesize it. The reactants are: [CH3:1][C:2]1[N:3]=[CH:4][N:5]([CH2:7][CH2:8][CH2:9][NH2:10])[CH:6]=1.[N:11]([C:14]1[CH:19]=[CH:18][C:17]([O:20][CH3:21])=[CH:16][C:15]=1[O:22][CH3:23])=[C:12]=[S:13]. (2) Given the product [CH2:3]1[C:4]2([CH2:5][N:6]([C:8]3[N:13]=[C:12]([NH:19][C:22](=[O:31])[O:45][C:42]([CH3:44])([CH3:43])[CH3:41])[CH:11]=[CH:10][CH:9]=3)[CH2:7]2)[CH2:1][O:2]1, predict the reactants needed to synthesize it. The reactants are: [CH2:1]1[C:4]2([CH2:7][N:6]([C:8]3[N:13]=[C:12](C(O)=O)[CH:11]=[CH:10][CH:9]=3)[CH2:5]2)[CH2:3][O:2]1.CC[N:19]([CH2:22]C)CC.C1C=CC(P(N=[N+]=[N-])(C2C=CC=CC=2)=[O:31])=CC=1.[CH3:41][C:42]([OH:45])([CH3:44])[CH3:43]. (3) Given the product [Cl:30][C:27]1[CH:26]=[CH:25][C:24]([C:21]2[O:20][C:19]([CH2:18][N:13]3[CH:12]=[C:11]4[N:16]=[C:8]([C:3]5[CH:4]=[CH:5][CH:6]=[CH:7][C:2]=5[F:1])[N:9]=[C:10]4[CH:15]=[N:14]3)=[N:23][CH:22]=2)=[CH:29][CH:28]=1, predict the reactants needed to synthesize it. The reactants are: [F:1][C:2]1[CH:7]=[CH:6][CH:5]=[CH:4][C:3]=1[C:8]1[N:16]=[C:11]2[CH:12]=[N:13][NH:14][CH:15]=[C:10]2[N:9]=1.Cl[CH2:18][C:19]1[O:20][C:21]([C:24]2[CH:29]=[CH:28][C:27]([Cl:30])=[CH:26][CH:25]=2)=[CH:22][N:23]=1. (4) Given the product [Br:17][C:18]1[CH:23]=[CH:22][C:21]([C:24]([CH2:25][CH2:26][CH2:27][CH3:28])=[C:8]([C:10]2[CH:15]=[CH:14][C:13]([OH:16])=[CH:12][CH:11]=2)[C:5]2[CH:6]=[CH:7][C:2]([OH:1])=[CH:3][CH:4]=2)=[CH:20][CH:19]=1, predict the reactants needed to synthesize it. The reactants are: [OH:1][C:2]1[CH:7]=[CH:6][C:5]([C:8]([C:10]2[CH:15]=[CH:14][C:13]([OH:16])=[CH:12][CH:11]=2)=O)=[CH:4][CH:3]=1.[Br:17][C:18]1[CH:23]=[CH:22][C:21]([C:24](=O)[CH2:25][CH2:26][CH2:27][CH3:28])=[CH:20][CH:19]=1. (5) The reactants are: C(O)(C(F)(F)F)=O.[CH3:8][N:9]1[C:14]2=[CH:15][N:16]([CH2:24][CH2:25][S:26]C(C3C=CC=CC=3)(C3C=CC=CC=3)C3C=CC=CC=3)[C:17]([C:18]3[CH:23]=[CH:22][CH:21]=[CH:20][CH:19]=3)=[C:13]2[C:12](=[O:46])[N:11]([CH3:47])[C:10]1=[O:48].C([SiH](CC)CC)C. Given the product [SH:26][CH2:25][CH2:24][N:16]1[C:17]([C:18]2[CH:23]=[CH:22][CH:21]=[CH:20][CH:19]=2)=[C:13]2[C:14]([N:9]([CH3:8])[C:10](=[O:48])[N:11]([CH3:47])[C:12]2=[O:46])=[CH:15]1, predict the reactants needed to synthesize it. (6) Given the product [CH3:23][S:24]([C:27]1[CH:32]=[CH:31][C:30]([C:2]2[CH:7]=[CH:6][C:5]([C:8]3[O:9][C:10]([CH3:22])=[C:11]([CH2:13][CH2:14][N:15]4[CH2:20][CH2:19][CH2:18][CH2:17][CH:16]4[CH3:21])[N:12]=3)=[CH:4][CH:3]=2)=[CH:29][CH:28]=1)(=[O:26])=[O:25], predict the reactants needed to synthesize it. The reactants are: Br[C:2]1[CH:7]=[CH:6][C:5]([C:8]2[O:9][C:10]([CH3:22])=[C:11]([CH2:13][CH2:14][N:15]3[CH2:20][CH2:19][CH2:18][CH2:17][CH:16]3[CH3:21])[N:12]=2)=[CH:4][CH:3]=1.[CH3:23][S:24]([C:27]1[CH:32]=[CH:31][C:30](B(O)O)=[CH:29][CH:28]=1)(=[O:26])=[O:25].C([O-])([O-])=O.[Na+].[Na+]. (7) Given the product [OH:13][N:3]1[C:2](=[O:1])[N:8]2[CH2:9][C@H:4]1[CH2:5][CH2:6][C@@H:7]2[C:10]([NH2:12])=[O:11], predict the reactants needed to synthesize it. The reactants are: [O:1]=[C:2]1[N:8]2[CH2:9][C@@H:4]([CH2:5][CH2:6][C@@H:7]2[C:10]([NH2:12])=[O:11])[N:3]1[O:13]CC1C=CC=CC=1.